The task is: Regression. Given two drug SMILES strings and cell line genomic features, predict the synergy score measuring deviation from expected non-interaction effect.. This data is from NCI-60 drug combinations with 297,098 pairs across 59 cell lines. (1) Drug 1: CCCS(=O)(=O)NC1=C(C(=C(C=C1)F)C(=O)C2=CNC3=C2C=C(C=N3)C4=CC=C(C=C4)Cl)F. Drug 2: C1=CN(C=N1)CC(O)(P(=O)(O)O)P(=O)(O)O. Cell line: PC-3. Synergy scores: CSS=1.63, Synergy_ZIP=-0.755, Synergy_Bliss=-0.856, Synergy_Loewe=-1.27, Synergy_HSA=-2.22. (2) Drug 1: CS(=O)(=O)C1=CC(=C(C=C1)C(=O)NC2=CC(=C(C=C2)Cl)C3=CC=CC=N3)Cl. Drug 2: B(C(CC(C)C)NC(=O)C(CC1=CC=CC=C1)NC(=O)C2=NC=CN=C2)(O)O. Cell line: U251. Synergy scores: CSS=4.04, Synergy_ZIP=-4.19, Synergy_Bliss=-7.46, Synergy_Loewe=-0.166, Synergy_HSA=-4.96. (3) Synergy scores: CSS=14.2, Synergy_ZIP=-4.07, Synergy_Bliss=-3.04, Synergy_Loewe=-12.9, Synergy_HSA=-2.66. Drug 2: C1C(C(OC1N2C=NC3=C2NC=NCC3O)CO)O. Cell line: UACC62. Drug 1: COC1=C(C=C2C(=C1)N=CN=C2NC3=CC(=C(C=C3)F)Cl)OCCCN4CCOCC4. (4) Drug 1: C(=O)(N)NO. Drug 2: CC(C)CN1C=NC2=C1C3=CC=CC=C3N=C2N. Cell line: UACC62. Synergy scores: CSS=3.84, Synergy_ZIP=-0.833, Synergy_Bliss=2.18, Synergy_Loewe=1.73, Synergy_HSA=1.77. (5) Drug 1: CN(CC1=CN=C2C(=N1)C(=NC(=N2)N)N)C3=CC=C(C=C3)C(=O)NC(CCC(=O)O)C(=O)O. Drug 2: C1CN(CCN1C(=O)CCBr)C(=O)CCBr. Cell line: MALME-3M. Synergy scores: CSS=16.2, Synergy_ZIP=-2.15, Synergy_Bliss=1.40, Synergy_Loewe=-0.751, Synergy_HSA=2.70. (6) Drug 1: C1CN1C2=NC(=NC(=N2)N3CC3)N4CC4. Drug 2: CN(C)C1=NC(=NC(=N1)N(C)C)N(C)C. Cell line: NCIH23. Synergy scores: CSS=30.1, Synergy_ZIP=0.516, Synergy_Bliss=1.96, Synergy_Loewe=-0.985, Synergy_HSA=-1.28. (7) Drug 1: C1CC(=O)NC(=O)C1N2CC3=C(C2=O)C=CC=C3N. Drug 2: CCC1(CC2CC(C3=C(CCN(C2)C1)C4=CC=CC=C4N3)(C5=C(C=C6C(=C5)C78CCN9C7C(C=CC9)(C(C(C8N6C)(C(=O)OC)O)OC(=O)C)CC)OC)C(=O)OC)O.OS(=O)(=O)O. Cell line: HCT116. Synergy scores: CSS=53.3, Synergy_ZIP=-0.280, Synergy_Bliss=-4.59, Synergy_Loewe=-1.92, Synergy_HSA=-2.77.